From a dataset of Peptide-MHC class I binding affinity with 185,985 pairs from IEDB/IMGT. Regression. Given a peptide amino acid sequence and an MHC pseudo amino acid sequence, predict their binding affinity value. This is MHC class I binding data. (1) The peptide sequence is SVKTQFNYFK. The MHC is HLA-A68:01 with pseudo-sequence HLA-A68:01. The binding affinity (normalized) is 0.595. (2) The peptide sequence is FCSNHFTEL. The MHC is HLA-B27:05 with pseudo-sequence HLA-B27:05. The binding affinity (normalized) is 0.0847.